Dataset: Full USPTO retrosynthesis dataset with 1.9M reactions from patents (1976-2016). Task: Predict the reactants needed to synthesize the given product. (1) Given the product [CH3:1][N:2]1[CH:6]2[CH2:7][CH2:8][CH2:9][CH:5]2[N:4]([C:14]2[N:15]=[N:16][C:17]([C:20]#[C:21][C:22]3[CH:23]=[CH:24][CH:25]=[CH:26][CH:27]=3)=[CH:18][CH:19]=2)[C:3]1=[O:10], predict the reactants needed to synthesize it. The reactants are: [CH3:1][N:2]1[CH:6]2[CH2:7][CH2:8][CH2:9][CH:5]2[NH:4][C:3]1=[O:10].[H-].[Na+].Cl[C:14]1[N:15]=[N:16][C:17]([C:20]#[C:21][C:22]2[CH:27]=[CH:26][CH:25]=[CH:24][CH:23]=2)=[CH:18][CH:19]=1. (2) Given the product [F:1][C:2]1[C:3]([B:30]2[O:34][C:33]([CH3:36])([CH3:35])[C:32]([CH3:38])([CH3:37])[O:31]2)=[CH:4][CH:5]=[C:6]2[C:10]=1[N:9]([Si:11]([CH:15]([CH3:17])[CH3:16])([CH:18]([CH3:20])[CH3:19])[CH:12]([CH3:13])[CH3:14])[CH:8]=[CH:7]2, predict the reactants needed to synthesize it. The reactants are: [F:1][C:2]1[CH:3]=[CH:4][CH:5]=[C:6]2[C:10]=1[N:9]([Si:11]([CH:18]([CH3:20])[CH3:19])([CH:15]([CH3:17])[CH3:16])[CH:12]([CH3:14])[CH3:13])[CH:8]=[CH:7]2.C([Li])(CC)C.C(O[B:30]1[O:34][C:33]([CH3:36])([CH3:35])[C:32]([CH3:38])([CH3:37])[O:31]1)(C)C. (3) The reactants are: C(O[C:4]([C:6]1[C:10]([C:11]2[CH:16]=[CH:15][C:14]([Br:17])=[CH:13][CH:12]=2)=[CH:9][S:8][C:7]=1[NH:18][C:19](=[O:26])[CH2:20][C:21]([O:23][CH2:24][CH3:25])=[O:22])=[O:5])C.[H-].[Na+].Cl. Given the product [CH2:24]([O:23][C:21]([C:20]1[C:19](=[O:26])[NH:18][C:7]2[S:8][CH:9]=[C:10]([C:11]3[CH:12]=[CH:13][C:14]([Br:17])=[CH:15][CH:16]=3)[C:6]=2[C:4]=1[OH:5])=[O:22])[CH3:25], predict the reactants needed to synthesize it. (4) Given the product [CH3:1][C:2]1[C:3]([C:15]2[CH:16]=[CH:17][CH:18]=[CH:19][CH:20]=2)=[N:4][C:5]2[C:10]([C:11]=1[C:12]([NH:41][NH:40][C:34]1[CH:39]=[CH:38][CH:37]=[CH:36][CH:35]=1)=[O:14])=[CH:9][CH:8]=[CH:7][CH:6]=2, predict the reactants needed to synthesize it. The reactants are: [CH3:1][C:2]1[C:3]([C:15]2[CH:20]=[CH:19][CH:18]=[CH:17][CH:16]=2)=[N:4][C:5]2[C:10]([C:11]=1[C:12]([OH:14])=O)=[CH:9][CH:8]=[CH:7][CH:6]=2.C(Cl)(=O)C(Cl)=O.CCN(CC)CC.[C:34]1([NH:40][NH2:41])[CH:39]=[CH:38][CH:37]=[CH:36][CH:35]=1. (5) Given the product [Cl:1][C:2]1[CH:3]=[CH:4][C:5]2[N:11]([CH2:12][C:13]([CH3:16])([CH3:17])[CH2:14][OH:15])[C:10](=[O:18])[C@@H:9]([CH2:19][C:20]([NH:35][CH2:36][CH2:37][CH2:38][CH2:39][C:40]([O:42][CH3:43])=[O:41])=[O:21])[O:8][C@H:7]([C:23]3[CH:28]=[CH:27][CH:26]=[C:25]([O:29][CH3:30])[C:24]=3[O:31][CH3:32])[C:6]=2[CH:33]=1, predict the reactants needed to synthesize it. The reactants are: [Cl:1][C:2]1[CH:3]=[CH:4][C:5]2[N:11]([CH2:12][C:13]([CH3:17])([CH3:16])[CH2:14][OH:15])[C:10](=[O:18])[C@@H:9]([CH2:19][C:20](O)=[O:21])[O:8][C@H:7]([C:23]3[CH:28]=[CH:27][CH:26]=[C:25]([O:29][CH3:30])[C:24]=3[O:31][CH3:32])[C:6]=2[CH:33]=1.Cl.[NH2:35][CH2:36][CH2:37][CH2:38][CH2:39][C:40]([O:42][CH3:43])=[O:41].P(C#N)(OCC)(OCC)=O.C(N(CC)CC)C. (6) Given the product [CH3:13][C:12]1[N:11]=[C:10]2[O:14][CH2:15][CH2:16][CH2:17][C:9]2=[N:8][C:7]=1[C:27]([O:30][CH2:31][CH3:32])=[O:29], predict the reactants needed to synthesize it. The reactants are: FC(F)(F)S(O[C:7]1[N:8]=[C:9]2[CH2:17][CH2:16][CH2:15][O:14][C:10]2=[N:11][C:12]=1[CH3:13])(=O)=O.C(N(CC)CC)C.[C:27]([O:30][CH2:31][CH3:32])(=[O:29])C. (7) The reactants are: FC(F)(F)S(O[C:7]1[CH:15]=[CH:14][C:13]([C:16]2[N:17]([C:42]([O:44][C:45]([CH3:48])([CH3:47])[CH3:46])=[O:43])[C:18]3[C:23]([CH:24]=2)=[CH:22][C:21]([CH2:25][N:26]2[CH2:31][CH2:30][N:29]([CH2:32][CH2:33][O:34][Si:35]([C:38]([CH3:41])([CH3:40])[CH3:39])([CH3:37])[CH3:36])[CH2:28][CH2:27]2)=[CH:20][CH:19]=3)=[C:12]2[C:8]=1[CH2:9][NH:10][C:11]2=[O:49])(=O)=O.B1(C=C)OB([CH:58]=[CH2:59])OB(C=C)O1.C1C=CN=CC=1.C(=O)([O-])[O-].[K+].[K+].O. Given the product [CH:58]([C:7]1[CH:15]=[CH:14][C:13]([C:16]2[N:17]([C:42]([O:44][C:45]([CH3:46])([CH3:47])[CH3:48])=[O:43])[C:18]3[C:23]([CH:24]=2)=[CH:22][C:21]([CH2:25][N:26]2[CH2:31][CH2:30][N:29]([CH2:32][CH2:33][O:34][Si:35]([C:38]([CH3:41])([CH3:39])[CH3:40])([CH3:37])[CH3:36])[CH2:28][CH2:27]2)=[CH:20][CH:19]=3)=[C:12]2[C:8]=1[CH2:9][NH:10][C:11]2=[O:49])=[CH2:59], predict the reactants needed to synthesize it. (8) Given the product [O:2]1[CH2:6][CH2:5][CH:4]([CH2:7][NH:8][C:25]([C:22]2[CH:21]=[C:20]([C:12]([F:19])([F:11])[C:13]3[CH:18]=[CH:17][CH:16]=[CH:15][CH:14]=3)[O:24][N:23]=2)=[O:26])[CH2:3]1, predict the reactants needed to synthesize it. The reactants are: Cl.[O:2]1[CH2:6][CH2:5][CH:4]([CH2:7][NH2:8])[CH2:3]1.[OH-].[Na+].[F:11][C:12]([C:20]1[O:24][N:23]=[C:22]([C:25](Cl)=[O:26])[CH:21]=1)([F:19])[C:13]1[CH:18]=[CH:17][CH:16]=[CH:15][CH:14]=1.